From a dataset of Full USPTO retrosynthesis dataset with 1.9M reactions from patents (1976-2016). Predict the reactants needed to synthesize the given product. (1) Given the product [C:9]1([CH:4]2[CH2:3][S:10][C:11]3[CH:16]=[C:15]([OH:17])[CH:14]=[CH:13][C:12]=3[O:18]2)[CH:8]=[CH:7][CH:6]=[CH:5][CH:19]=1, predict the reactants needed to synthesize it. The reactants are: OC[CH:3]([S:10][C:11]1[CH:16]=[C:15]([OH:17])[CH:14]=[CH:13][C:12]=1[OH:18])[C:4]1[CH:9]=[CH:8][CH:7]=[CH:6][CH:5]=1.[CH3:19]OC(=O)C1C=CC(CCl)=CC=1. (2) Given the product [Br:2][CH2:3][CH2:4][NH:5][C:13](=[O:14])[O:15][C:16]([CH3:19])([CH3:18])[CH3:17], predict the reactants needed to synthesize it. The reactants are: Br.[Br:2][CH2:3][CH2:4][NH2:5].C(N(CC)CC)C.[C:13](O[C:13]([O:15][C:16]([CH3:19])([CH3:18])[CH3:17])=[O:14])([O:15][C:16]([CH3:19])([CH3:18])[CH3:17])=[O:14].C(=O)(O)[O-].[Na+].